Dataset: Full USPTO retrosynthesis dataset with 1.9M reactions from patents (1976-2016). Task: Predict the reactants needed to synthesize the given product. (1) Given the product [CH:1]1[C:6]([Cl:7])=[C:5]([NH:8][C:9]2[C:14]([N+:15]([O-:17])=[O:16])=[C:13]([Cl:18])[C:12]([C:19]([F:20])([F:21])[F:22])=[CH:11][C:10]=2[N+:23]([O-:25])=[O:24])[N:4]=[CH:3][C:2]=1[C:26]([F:29])([F:27])[F:28].[OH2:32].[C:30]1([O:40][CH3:41])[C:31](=[CH:33][CH:34]=[C:35]([CH:39]=1)[CH2:36][CH:37]=[CH2:38])[OH:32], predict the reactants needed to synthesize it. The reactants are: [CH:1]1[C:6]([Cl:7])=[C:5]([NH:8][C:9]2[C:14]([N+:15]([O-:17])=[O:16])=[C:13]([Cl:18])[C:12]([C:19]([F:22])([F:21])[F:20])=[CH:11][C:10]=2[N+:23]([O-:25])=[O:24])[N:4]=[CH:3][C:2]=1[C:26]([F:29])([F:28])[F:27].[C:30]1([O:40][CH3:41])[C:31](=[CH:33][CH:34]=[C:35]([CH:39]=1)[CH2:36][CH:37]=[CH2:38])[OH:32].C1(S(OCCCCCCCCCCCC)(=O)=O)C=CC=CC=1.[Na].S([O-])([O-])(=O)=O.[NH4+].[NH4+]. (2) The reactants are: [NH:1]1[C:9]2[CH:8]=[CH:7][CH:6]=[C:5]([C:10]([OH:12])=[O:11])[C:4]=2[CH:3]=[CH:2]1.C([Li])CCC.CCCCCC.[CH2:24]([N:28]([CH2:32][CH2:33][CH2:34][CH3:35])[C:29](Cl)=[O:30])[CH2:25][CH2:26][CH3:27]. Given the product [CH2:24]([N:28]([CH2:32][CH2:33][CH2:34][CH3:35])[C:29]([N:1]1[C:9]2[CH:8]=[CH:7][CH:6]=[C:5]([C:10]([OH:12])=[O:11])[C:4]=2[CH:3]=[CH:2]1)=[O:30])[CH2:25][CH2:26][CH3:27], predict the reactants needed to synthesize it. (3) Given the product [Br:1][C:2]1[CH:3]=[CH:4][C:5]2[C:13](=[O:14])[C:12](=[O:15])[C:11]3[N:10]([CH2:16][C:17]([OH:19])=[O:18])[C:9]([CH3:24])=[C:8]([C:25]([O:27][CH2:28][CH3:29])=[O:26])[C:7]=3[C:6]=2[CH:30]=1, predict the reactants needed to synthesize it. The reactants are: [Br:1][C:2]1[CH:3]=[CH:4][C:5]2[C:13](=[O:14])[C:12](=[O:15])[C:11]3[N:10]([CH2:16][C:17]([O:19]C(C)(C)C)=[O:18])[C:9]([CH3:24])=[C:8]([C:25]([O:27][CH2:28][CH3:29])=[O:26])[C:7]=3[C:6]=2[CH:30]=1.FC(F)(F)C(O)=O. (4) Given the product [CH3:1][O:2][C:3]1[CH:4]=[CH:5][C:6]([C:9]2[C:17]3[C:12](=[CH:13][CH:14]=[CH:15][CH:16]=3)[N:11]([S:18]([C:21]3[CH:26]=[CH:25][CH:24]=[C:23]([C:27]([F:28])([F:29])[F:30])[CH:22]=3)(=[O:19])=[O:20])[C:10]=2[C:31]([OH:33])=[O:32])=[CH:7][CH:8]=1, predict the reactants needed to synthesize it. The reactants are: [CH3:1][O:2][C:3]1[CH:8]=[CH:7][C:6]([C:9]2[C:17]3[C:12](=[CH:13][CH:14]=[CH:15][CH:16]=3)[N:11]([S:18]([C:21]3[CH:26]=[CH:25][CH:24]=[C:23]([C:27]([F:30])([F:29])[F:28])[CH:22]=3)(=[O:20])=[O:19])[C:10]=2[C:31]([O:33]C(C)(C)C)=[O:32])=[CH:5][CH:4]=1.C(=O)(O)[O-].[Na+]. (5) Given the product [C:1]([O:4][C@@H:5]1[C@H:9]([Br:10])[C@@H:8]([CH2:11][O:12][C:13](=[O:15])[CH3:14])[O:7][C@H:6]1[N:16]1[CH:26]=[CH:25][C:20](=[O:29])[NH:19][C:17]1=[O:18])(=[O:3])[CH3:2], predict the reactants needed to synthesize it. The reactants are: [C:1]([O:4][C@@H:5]1[C@@H:9]([Br:10])[C@@H:8]([CH2:11][O:12][C:13](=[O:15])[CH3:14])[O:7][C@H:6]1[N:16]1[CH:26]=[CH:25][C:20](NC(=O)C)=[N:19][C:17]1=[O:18])(=[O:3])[CH3:2].C(O)(=[O:29])C. (6) Given the product [F:1][C:2]1[CH:14]=[CH:13][C:12]2[CH2:15][CH2:16][N:17]([CH3:20])[CH2:18][CH2:19][N:10]3[C:11]=2[C:3]=1[CH:4]1[CH:9]3[CH2:8][CH2:7][CH2:6][CH2:5]1, predict the reactants needed to synthesize it. The reactants are: [F:1][C:2]1[CH:14]=[CH:13][C:12]2[CH2:15][CH2:16][N:17]([CH3:20])[CH2:18][CH2:19][N:10]3[C:11]=2[C:3]=1[C:4]1[CH2:5][CH2:6][CH2:7][CH2:8][C:9]=13.C([BH3-])#N.[Na+]. (7) Given the product [CH:1]([O:4][C:5]1[N:10]=[C:9]([O:11][CH3:12])[C:8]([CH:22]=[O:23])=[C:7]([O:13][CH3:14])[N:6]=1)([CH3:3])[CH3:2], predict the reactants needed to synthesize it. The reactants are: [CH:1]([O:4][C:5]1[N:10]=[C:9]([O:11][CH3:12])[CH:8]=[C:7]([O:13][CH3:14])[N:6]=1)([CH3:3])[CH3:2].P(Cl)(Cl)(Cl)=O.CN(C)[CH:22]=[O:23].